Dataset: Full USPTO retrosynthesis dataset with 1.9M reactions from patents (1976-2016). Task: Predict the reactants needed to synthesize the given product. (1) Given the product [C:13]([O:17][C:18]([NH:20][C@@H:21]1[CH2:26][CH2:25][CH2:24][N:23](/[C:27](=[N:35]\[C:36]#[N:37])/[N:28]([CH2:2][CH:3]=[C:4]([CH3:6])[CH3:5])[CH2:29][C:30]([O:32][CH2:33][CH3:34])=[O:31])[CH2:22]1)=[O:19])([CH3:14])([CH3:15])[CH3:16], predict the reactants needed to synthesize it. The reactants are: Br[CH2:2][CH:3]=[C:4]([CH3:6])[CH3:5].C(=O)([O-])[O-].[K+].[K+].[C:13]([O:17][C:18]([NH:20][C@@H:21]1[CH2:26][CH2:25][CH2:24][N:23](/[C:27](=[N:35]/[C:36]#[N:37])/[NH:28][CH2:29][C:30]([O:32][CH2:33][CH3:34])=[O:31])[CH2:22]1)=[O:19])([CH3:16])([CH3:15])[CH3:14]. (2) Given the product [C:21]([C:11]1[CH:12]=[C:13]2[C:8](=[C:9]([CH3:23])[CH:10]=1)[N:7]=[C:6]([N:27]([CH2:25][CH3:26])[CH3:28])[C:5]([C:3]([OH:2])=[O:4])=[C:14]2[C:15]1[CH:16]=[CH:17][CH:18]=[CH:19][CH:20]=1)#[N:22], predict the reactants needed to synthesize it. The reactants are: C[O:2][C:3]([C:5]1[C:6](Cl)=[N:7][C:8]2[C:13]([C:14]=1[C:15]1[CH:20]=[CH:19][CH:18]=[CH:17][CH:16]=1)=[CH:12][C:11]([C:21]#[N:22])=[CH:10][C:9]=2[CH3:23])=[O:4].[CH2:25]([NH:27][CH3:28])[CH3:26]. (3) Given the product [NH2:1][C:2]1[CH:9]=[CH:8][C:7]([CH2:11][CH2:12][CH3:13])=[CH:6][C:3]=1[C:4]#[N:5], predict the reactants needed to synthesize it. The reactants are: [NH2:1][C:2]1[CH:9]=[CH:8][C:7](Br)=[CH:6][C:3]=1[C:4]#[N:5].[CH2:11](B(O)O)[CH2:12][CH3:13].CC(OC1C=CC=C(OC(C)C)C=1C1C(P(C2CCCCC2)C2CCCCC2)=CC=CC=1)C.C([O-])([O-])=O.[K+].[K+]. (4) Given the product [ClH:35].[N:1]1([C:6]2[CH:11]=[CH:10][C:9]([C:12]3[O:13][C:14]4[CH:30]=[CH:29][C:28]([NH:31][C:32](=[NH:34])[CH3:33])=[CH:27][C:15]=4[C:16](=[O:26])[C:17]=3[OH:18])=[CH:8][CH:7]=2)[CH:5]=[CH:4][N:3]=[CH:2]1, predict the reactants needed to synthesize it. The reactants are: [N:1]1([C:6]2[CH:11]=[CH:10][C:9]([C:12]3[O:13][C:14]4[CH:30]=[CH:29][C:28]([NH:31][C:32](=[NH:34])[CH3:33])=[CH:27][C:15]=4[C:16](=[O:26])[C:17]=3[O:18]CC3C=CC=CC=3)=[CH:8][CH:7]=2)[CH:5]=[CH:4][N:3]=[CH:2]1.[ClH:35]. (5) Given the product [F:9][C:10]1[CH:18]=[CH:17][CH:16]=[CH:15][C:11]=1[C:12]([N:4]1[CH2:5][CH2:6][O:7][CH2:8][CH:3]1[CH2:2][OH:1])=[O:13], predict the reactants needed to synthesize it. The reactants are: [OH:1][CH2:2][CH:3]1[CH2:8][O:7][CH2:6][CH2:5][NH:4]1.[F:9][C:10]1[CH:18]=[CH:17][CH:16]=[CH:15][C:11]=1[C:12](Cl)=[O:13].C(N(CC)CC)C.[OH-].[Na+].